Dataset: Peptide-MHC class I binding affinity with 185,985 pairs from IEDB/IMGT. Task: Regression. Given a peptide amino acid sequence and an MHC pseudo amino acid sequence, predict their binding affinity value. This is MHC class I binding data. (1) The peptide sequence is KVMVICYAY. The MHC is HLA-B15:17 with pseudo-sequence HLA-B15:17. The binding affinity (normalized) is 0.183. (2) The peptide sequence is KAIGTVLV. The MHC is HLA-B45:01 with pseudo-sequence HLA-B45:01. The binding affinity (normalized) is 0. (3) The peptide sequence is LFNTIATLY. The MHC is HLA-B15:09 with pseudo-sequence HLA-B15:09. The binding affinity (normalized) is 0.0847. (4) The peptide sequence is WAIQCYTGV. The MHC is HLA-A01:01 with pseudo-sequence HLA-A01:01. The binding affinity (normalized) is 0.213. (5) The MHC is HLA-A68:02 with pseudo-sequence HLA-A68:02. The binding affinity (normalized) is 0. The peptide sequence is LPIFFCLWVY. (6) The peptide sequence is IICEDAMYY. The MHC is HLA-A33:01 with pseudo-sequence HLA-A33:01. The binding affinity (normalized) is 0. (7) The peptide sequence is ELAELLEMKY. The MHC is HLA-A31:01 with pseudo-sequence HLA-A31:01. The binding affinity (normalized) is 0. (8) The peptide sequence is MVNHSTYYV. The MHC is HLA-A68:01 with pseudo-sequence HLA-A68:01. The binding affinity (normalized) is 0.579. (9) The peptide sequence is MPYNILDRI. The MHC is HLA-B54:01 with pseudo-sequence HLA-B54:01. The binding affinity (normalized) is 1.00. (10) The peptide sequence is KSTPRPLRL. The MHC is Mamu-A01 with pseudo-sequence Mamu-A01. The binding affinity (normalized) is 0.580.